This data is from Forward reaction prediction with 1.9M reactions from USPTO patents (1976-2016). The task is: Predict the product of the given reaction. Given the reactants Br[C:2]1[S:3][C:4]2[CH:10]=[C:9](OC)[CH:8]=[CH:7][C:5]=2[N:6]=1.CC1(C)C(C)(C)OB([C:21]2[CH:22]=[CH:23][C:24]([N:27]3CCOC[CH2:28]3)=[N:25][CH:26]=2)O1.[CH3:34][O:35]C1C=CC2N=C(C3C=NC(N)=NC=3)SC=2C=1, predict the reaction product. The product is: [CH3:34][O:35][C:8]1[CH:9]=[CH:10][C:4]2[S:3][C:2]([C:21]3[CH:22]=[CH:23][C:24]([NH:27][CH3:28])=[N:25][CH:26]=3)=[N:6][C:5]=2[CH:7]=1.